This data is from NCI-60 drug combinations with 297,098 pairs across 59 cell lines. The task is: Regression. Given two drug SMILES strings and cell line genomic features, predict the synergy score measuring deviation from expected non-interaction effect. (1) Drug 1: COC1=C(C=C2C(=C1)N=CN=C2NC3=CC(=C(C=C3)F)Cl)OCCCN4CCOCC4. Drug 2: CCC1=C2CN3C(=CC4=C(C3=O)COC(=O)C4(CC)O)C2=NC5=C1C=C(C=C5)O. Cell line: HCT116. Synergy scores: CSS=53.2, Synergy_ZIP=5.04, Synergy_Bliss=3.98, Synergy_Loewe=-14.0, Synergy_HSA=6.94. (2) Drug 1: CC1=CC2C(CCC3(C2CCC3(C(=O)C)OC(=O)C)C)C4(C1=CC(=O)CC4)C. Drug 2: C1=CN(C=N1)CC(O)(P(=O)(O)O)P(=O)(O)O. Cell line: UACC-257. Synergy scores: CSS=-1.94, Synergy_ZIP=1.28, Synergy_Bliss=-0.131, Synergy_Loewe=-2.03, Synergy_HSA=-2.79.